Regression. Given a target protein amino acid sequence and a drug SMILES string, predict the binding affinity score between them. We predict pKi (pKi = -log10(Ki in M); higher means stronger inhibition). Dataset: bindingdb_ki. From a dataset of Drug-target binding data from BindingDB using Ki measurements. The small molecule is O=C([O-])CC(O)(CC(=O)[O-])C(=O)[O-]. The target protein sequence is QAAAPDTKAPFDPVERIKSGFVKFKTEKFVTNPALYDELAKGQSPKFMVFACSDSRVCPSHVLDFQPGEAFVVRNVANMVPPFDKTKYSGVGAAVEYAVLHLKVQEIFVIGHSRCGGIKGLMTFPDEGPHSTDFIEDWVKVCLPAKSKVVAEHNGTHLDDQCVLCEKEAVNVSLGNLLTYPFVRDGLRNKTLALKGGHYDFVNGTFELWALDFGLSSPTSV. The pKi is 4.4.